Dataset: Full USPTO retrosynthesis dataset with 1.9M reactions from patents (1976-2016). Task: Predict the reactants needed to synthesize the given product. (1) The reactants are: Cl.[CH3:2][N:3]1[C:18]2[C:13](=[CH:14][CH:15]=[CH:16][CH:17]=2)[C:5]([CH2:6][C@@H:7]([C:9]([O:11][CH3:12])=[O:10])[NH2:8])=[CH:4]1.C(N(CC)CC)C.[F:26][C:27]1[CH:37]=[C:36]([F:38])[CH:35]=[CH:34][C:28]=1[CH:29]=[CH:30][C:31](O)=[O:32].CCN=C=NCCCN(C)C.Cl. Given the product [F:26][C:27]1[CH:37]=[C:36]([F:38])[CH:35]=[CH:34][C:28]=1[CH:29]=[CH:30][C:31]([NH:8][C@H:7]([C:9]([O:11][CH3:12])=[O:10])[CH2:6][C:5]1[C:13]2[C:18](=[CH:17][CH:16]=[CH:15][CH:14]=2)[N:3]([CH3:2])[CH:4]=1)=[O:32], predict the reactants needed to synthesize it. (2) Given the product [NH2:1][CH2:4][CH:5]1[CH2:10][CH2:9][C:8]2[C:11]3[C:16]([NH:17][C:18]4[CH:27]=[CH:26][C:21]5[NH:22][C:23](=[O:25])[S:24][C:20]=5[CH:19]=4)=[N:15][CH:14]=[N:13][C:12]=3[S:28][C:7]=2[CH2:6]1, predict the reactants needed to synthesize it. The reactants are: [N:1]([CH2:4][CH:5]1[CH2:10][CH2:9][C:8]2[C:11]3[C:16]([NH:17][C:18]4[CH:27]=[CH:26][C:21]5[NH:22][C:23](=[O:25])[S:24][C:20]=5[CH:19]=4)=[N:15][CH:14]=[N:13][C:12]=3[S:28][C:7]=2[CH2:6]1)=[N+]=[N-].C1(P(C2C=CC=CC=2)C2C=CC=CC=2)C=CC=CC=1.N.